From a dataset of Forward reaction prediction with 1.9M reactions from USPTO patents (1976-2016). Predict the product of the given reaction. (1) Given the reactants C(=O)(O)[O-:2].[Na+].Cl.NO.[F:9][C:10]1[N:15]=[C:14]([C:16]#[N:17])[CH:13]=[C:12]([C:18]([F:21])([F:20])[F:19])[CH:11]=1, predict the reaction product. The product is: [F:9][C:10]1[N:15]=[C:14]([C:16]([NH2:17])=[O:2])[CH:13]=[C:12]([C:18]([F:21])([F:19])[F:20])[CH:11]=1. (2) Given the reactants Cl.[NH2:2][C:3]1[CH:26]=[CH:25][C:6]([C:7]([NH:9][C:10]2[CH:15]=[CH:14][C:13]([NH:16][C:17]3[CH:22]=[C:21]([CH3:23])[N:20]=[C:19]([NH2:24])[N:18]=3)=[CH:12][CH:11]=2)=[O:8])=[CH:5][CH:4]=1.[Cl:27][C:28]1[C:37]2[C:32](=[CH:33][CH:34]=[C:35]([N+:38]([O-:40])=[O:39])[CH:36]=2)[N:31]=[CH:30][CH:29]=1, predict the reaction product. The product is: [ClH:27].[NH2:24][C:19]1[N:18]=[C:17]([NH:16][C:13]2[CH:12]=[CH:11][C:10]([NH:9][C:7](=[O:8])[C:6]3[CH:25]=[CH:26][C:3]([NH:2][C:28]4[C:37]5[C:32](=[CH:33][CH:34]=[C:35]([N+:38]([O-:40])=[O:39])[CH:36]=5)[N:31]=[CH:30][CH:29]=4)=[CH:4][CH:5]=3)=[CH:15][CH:14]=2)[CH:22]=[C:21]([CH3:23])[N:20]=1. (3) Given the reactants [Br:1][C:2]1[C:3](NN)=[N:4][C:5]([CH3:9])=[N:6][C:7]=1[CH3:8], predict the reaction product. The product is: [Br:1][C:2]1[C:7]([CH3:8])=[N:6][C:5]([CH3:9])=[N:4][CH:3]=1.